Dataset: NCI-60 drug combinations with 297,098 pairs across 59 cell lines. Task: Regression. Given two drug SMILES strings and cell line genomic features, predict the synergy score measuring deviation from expected non-interaction effect. (1) Drug 1: CS(=O)(=O)CCNCC1=CC=C(O1)C2=CC3=C(C=C2)N=CN=C3NC4=CC(=C(C=C4)OCC5=CC(=CC=C5)F)Cl. Drug 2: COCCOC1=C(C=C2C(=C1)C(=NC=N2)NC3=CC=CC(=C3)C#C)OCCOC. Cell line: NCIH23. Synergy scores: CSS=41.7, Synergy_ZIP=-3.56, Synergy_Bliss=-3.61, Synergy_Loewe=-2.57, Synergy_HSA=1.37. (2) Drug 1: CC1OCC2C(O1)C(C(C(O2)OC3C4COC(=O)C4C(C5=CC6=C(C=C35)OCO6)C7=CC(=C(C(=C7)OC)O)OC)O)O. Drug 2: C1C(C(OC1N2C=NC3=C(N=C(N=C32)Cl)N)CO)O. Cell line: HOP-92. Synergy scores: CSS=43.7, Synergy_ZIP=-11.2, Synergy_Bliss=-6.20, Synergy_Loewe=-3.66, Synergy_HSA=-1.39. (3) Drug 1: C1=NC2=C(N1)C(=S)N=CN2. Drug 2: CN(CCCl)CCCl.Cl. Cell line: HOP-62. Synergy scores: CSS=35.4, Synergy_ZIP=2.20, Synergy_Bliss=4.60, Synergy_Loewe=-9.78, Synergy_HSA=2.97. (4) Drug 1: CN1CCC(CC1)COC2=C(C=C3C(=C2)N=CN=C3NC4=C(C=C(C=C4)Br)F)OC. Drug 2: CS(=O)(=O)CCNCC1=CC=C(O1)C2=CC3=C(C=C2)N=CN=C3NC4=CC(=C(C=C4)OCC5=CC(=CC=C5)F)Cl. Cell line: HOP-92. Synergy scores: CSS=9.82, Synergy_ZIP=-3.72, Synergy_Bliss=-2.76, Synergy_Loewe=-5.09, Synergy_HSA=-2.28. (5) Drug 1: CN1C2=C(C=C(C=C2)N(CCCl)CCCl)N=C1CCCC(=O)O.Cl. Drug 2: C(CC(=O)O)C(=O)CN.Cl. Cell line: MOLT-4. Synergy scores: CSS=49.4, Synergy_ZIP=-2.29, Synergy_Bliss=-2.33, Synergy_Loewe=-2.65, Synergy_HSA=-2.21. (6) Drug 1: CNC(=O)C1=NC=CC(=C1)OC2=CC=C(C=C2)NC(=O)NC3=CC(=C(C=C3)Cl)C(F)(F)F. Drug 2: CN(CCCl)CCCl.Cl. Cell line: MALME-3M. Synergy scores: CSS=15.9, Synergy_ZIP=-5.04, Synergy_Bliss=-0.297, Synergy_Loewe=1.24, Synergy_HSA=2.55. (7) Drug 1: CC1C(C(CC(O1)OC2CC(CC3=C2C(=C4C(=C3O)C(=O)C5=C(C4=O)C(=CC=C5)OC)O)(C(=O)C)O)N)O.Cl. Drug 2: CC1=C(C(=CC=C1)Cl)NC(=O)C2=CN=C(S2)NC3=CC(=NC(=N3)C)N4CCN(CC4)CCO. Cell line: IGROV1. Synergy scores: CSS=62.5, Synergy_ZIP=1.11, Synergy_Bliss=4.18, Synergy_Loewe=5.68, Synergy_HSA=8.82.